This data is from Peptide-MHC class I binding affinity with 185,985 pairs from IEDB/IMGT. The task is: Regression. Given a peptide amino acid sequence and an MHC pseudo amino acid sequence, predict their binding affinity value. This is MHC class I binding data. (1) The peptide sequence is IMKVVNRWL. The MHC is HLA-A02:06 with pseudo-sequence HLA-A02:06. The binding affinity (normalized) is 0.0847. (2) The peptide sequence is FTARIIIFS. The MHC is HLA-B46:01 with pseudo-sequence HLA-B46:01. The binding affinity (normalized) is 0.0847. (3) The peptide sequence is QTFSVLACY. The MHC is HLA-A26:01 with pseudo-sequence HLA-A26:01. The binding affinity (normalized) is 0.514. (4) The peptide sequence is GTYTNGRFV. The MHC is H-2-Db with pseudo-sequence H-2-Db. The binding affinity (normalized) is 0.323. (5) The peptide sequence is SKLRALLTL. The MHC is HLA-A80:01 with pseudo-sequence HLA-A80:01. The binding affinity (normalized) is 0.0847. (6) The peptide sequence is LAYARGQAM. The MHC is HLA-B44:02 with pseudo-sequence HLA-B44:02. The binding affinity (normalized) is 0.213. (7) The MHC is HLA-A11:01 with pseudo-sequence HLA-A11:01. The peptide sequence is ILARWSSFK. The binding affinity (normalized) is 0.685. (8) The peptide sequence is SSNPVMSRF. The MHC is HLA-B08:03 with pseudo-sequence HLA-B08:03. The binding affinity (normalized) is 0.0847.